The task is: Predict the product of the given reaction.. This data is from Forward reaction prediction with 1.9M reactions from USPTO patents (1976-2016). (1) The product is: [CH:24]1([O:23][C:5]2[C:6]([O:21][CH3:22])=[CH:7][CH:8]=[C:9]3[C:4]=2[N:3]=[C:2]([NH2:29])[CH:11]=[C:10]3[NH:12][C:13]2[C:18]([Cl:19])=[CH:17][N:16]=[CH:15][C:14]=2[Cl:20])[CH2:25][CH2:26][CH2:27][CH2:28]1. Given the reactants Cl[C:2]1[CH:11]=[C:10]([NH:12][C:13]2[C:18]([Cl:19])=[CH:17][N:16]=[CH:15][C:14]=2[Cl:20])[C:9]2[C:4](=[C:5]([O:23][CH:24]3[CH2:28][CH2:27][CH2:26][CH2:25]3)[C:6]([O:21][CH3:22])=[CH:7][CH:8]=2)[N:3]=1.[NH3:29], predict the reaction product. (2) Given the reactants [C:1]([C:4]1[S:8][C:7]([NH:9][C:10](=[O:15])[C:11]([CH3:14])([CH3:13])[CH3:12])=[N:6][CH:5]=1)(=[O:3])[CH3:2].[Br-:16].[Br-].[Br-].[NH+]1C=CC=CC=1.[NH+]1C=CC=CC=1.[NH+]1C=CC=CC=1, predict the reaction product. The product is: [Br:16][CH2:2][C:1]([C:4]1[S:8][C:7]([NH:9][C:10](=[O:15])[C:11]([CH3:14])([CH3:13])[CH3:12])=[N:6][CH:5]=1)=[O:3]. (3) Given the reactants [NH2:1][C:2]1[O:6][N:5]=[C:4]([CH3:7])[C:3]=1[Br:8].[CH:9]([C:12]1[CH:17]=[CH:16][C:15]([N:18]2[CH:22]=[CH:21][CH:20]=[C:19]2[S:23](Cl)(=[O:25])=[O:24])=[CH:14][CH:13]=1)([CH3:11])[CH3:10].[CH:27]([C:30]1[CH:35]=[CH:34][C:33]([N:36]2[CH:40]=[CH:39][C:38]([S:41](Cl)(=[O:43])=[O:42])=[CH:37]2)=[CH:32][CH:31]=1)([CH3:29])[CH3:28], predict the reaction product. The product is: [Br:8][C:3]1[C:4]([CH3:7])=[N:5][O:6][C:2]=1[NH:1][S:23]([C:19]1[N:18]([C:15]2[CH:16]=[CH:17][C:12]([CH:9]([CH3:11])[CH3:10])=[CH:13][CH:14]=2)[CH:22]=[CH:21][CH:20]=1)(=[O:24])=[O:25].[Br:8][C:3]1[C:4]([CH3:7])=[N:5][O:6][C:2]=1[NH:1][S:41]([C:38]1[CH:39]=[CH:40][N:36]([C:33]2[CH:34]=[CH:35][C:30]([CH:27]([CH3:29])[CH3:28])=[CH:31][CH:32]=2)[CH:37]=1)(=[O:42])=[O:43]. (4) Given the reactants [C:1]([C:3]1[CH:28]=[CH:27][C:6]([O:7][CH2:8][CH2:9][CH2:10][N:11]2[CH2:18][CH:17]3[O:19][CH:13]([CH2:14][N:15](C(OC(C)(C)C)=O)[CH2:16]3)[CH2:12]2)=[C:5]([F:29])[CH:4]=1)#[N:2].C(OCC)C.[ClH:35], predict the reaction product. The product is: [ClH:35].[F:29][C:5]1[CH:4]=[C:3]([CH:28]=[CH:27][C:6]=1[O:7][CH2:8][CH2:9][CH2:10][N:11]1[CH2:18][CH:17]2[O:19][CH:13]([CH2:14][NH:15][CH2:16]2)[CH2:12]1)[C:1]#[N:2]. (5) Given the reactants [CH3:1][S:2]([C:5]1[CH:12]=[CH:11][C:8]([CH2:9]Cl)=[CH:7][CH:6]=1)(=[O:4])=[O:3].C1(P(C2C=CC=CC=2)C2C=CC=CC=2)C=CC=CC=1.CC(C)([O-])C.[K+].[F:38][C:39]1[CH:46]=[CH:45][C:44]([C:47]2[CH:48]=[C:49]([CH:57]([CH3:59])[CH3:58])[CH:50]=[C:51]3[C:56]=2[N:55]=[CH:54][CH:53]=[CH:52]3)=[CH:43][C:40]=1[CH:41]=O, predict the reaction product. The product is: [F:38][C:39]1[CH:46]=[CH:45][C:44]([C:47]2[CH:48]=[C:49]([CH:57]([CH3:58])[CH3:59])[CH:50]=[C:51]3[C:56]=2[N:55]=[CH:54][CH:53]=[CH:52]3)=[CH:43][C:40]=1[CH:41]=[CH:9][C:8]1[CH:11]=[CH:12][C:5]([S:2]([CH3:1])(=[O:4])=[O:3])=[CH:6][CH:7]=1. (6) Given the reactants [F:1][C:2]1([F:40])[O:6][C:5]2[CH:7]=[CH:8][C:9]([C:11]3([C:14]([NH:16][C@@H:17]4[CH2:22][C@@H:21]([C:23]5[CH:28]=[CH:27][CH:26]=[CH:25][CH:24]=5)[O:20][C@@H:19]([C:29]5[CH:38]=[CH:37][C:32]([C:33]([O:35]C)=[O:34])=[CH:31][C:30]=5[F:39])[CH2:18]4)=[O:15])[CH2:13][CH2:12]3)=[CH:10][C:4]=2[O:3]1, predict the reaction product. The product is: [F:40][C:2]1([F:1])[O:6][C:5]2[CH:7]=[CH:8][C:9]([C:11]3([C:14]([NH:16][C@@H:17]4[CH2:22][C@@H:21]([C:23]5[CH:28]=[CH:27][CH:26]=[CH:25][CH:24]=5)[O:20][C@@H:19]([C:29]5[CH:38]=[CH:37][C:32]([C:33]([OH:35])=[O:34])=[CH:31][C:30]=5[F:39])[CH2:18]4)=[O:15])[CH2:13][CH2:12]3)=[CH:10][C:4]=2[O:3]1. (7) Given the reactants [F:1][C:2]1[C:3]([NH:21][CH2:22][CH:23]2[CH2:27][CH2:26][CH2:25][N:24]2[C:28](=[O:32])[CH2:29][C:30]#[N:31])=[N:4][C:5]([NH:8][C:9]2[CH:10]=[N:11][C:12]([N:15]3[CH2:20][CH2:19][O:18][CH2:17][CH2:16]3)=[CH:13][CH:14]=2)=[N:6][CH:7]=1.[CH:33]1([CH:36]=O)[CH2:35][CH2:34]1.C(O)(=O)C.N1CCCCC1, predict the reaction product. The product is: [CH:33]1([CH:36]=[C:29]([C:28]([N:24]2[CH2:25][CH2:26][CH2:27][CH:23]2[CH2:22][NH:21][C:3]2[C:2]([F:1])=[CH:7][N:6]=[C:5]([NH:8][C:9]3[CH:10]=[N:11][C:12]([N:15]4[CH2:16][CH2:17][O:18][CH2:19][CH2:20]4)=[CH:13][CH:14]=3)[N:4]=2)=[O:32])[C:30]#[N:31])[CH2:35][CH2:34]1.